This data is from Forward reaction prediction with 1.9M reactions from USPTO patents (1976-2016). The task is: Predict the product of the given reaction. (1) The product is: [NH3:5].[CH:1]1([N:5]2[CH2:11][CH2:10][C:9]3[CH:12]=[CH:13][C:14]([CH:16]4[CH2:17][CH2:18][N:19]([C:22]5[CH:23]=[CH:24][C:25]([C:28]([NH:33][CH3:32])=[O:30])=[N:26][CH:27]=5)[CH2:20][CH2:21]4)=[CH:15][C:8]=3[CH2:7][CH2:6]2)[CH2:2][CH2:3][CH2:4]1. Given the reactants [CH:1]1([N:5]2[CH2:11][CH2:10][C:9]3[CH:12]=[CH:13][C:14]([CH:16]4[CH2:21][CH2:20][N:19]([C:22]5[CH:23]=[CH:24][C:25]([C:28]([OH:30])=O)=[N:26][CH:27]=5)[CH2:18][CH2:17]4)=[CH:15][C:8]=3[CH2:7][CH2:6]2)[CH2:4][CH2:3][CH2:2]1.O=[C:32](N1C=CN=C1)[N:33]1C=CN=C1.CN.O, predict the reaction product. (2) Given the reactants [F:1][C:2]([F:40])([F:39])[C:3]1[CH:4]=[C:5]([CH:32]=[C:33]([C:35]([F:38])([F:37])[F:36])[CH:34]=1)[CH2:6][NH:7][C:8]([C:10]1([CH2:28][CH:29]2[CH2:31][CH2:30]2)[CH2:15][CH2:14][N:13]([CH2:16][C:17]2[CH:26]=[C:25]3[C:20]([CH:21]=[CH:22][NH:23][C:24]3=[O:27])=[CH:19][CH:18]=2)[CH2:12][CH2:11]1)=[O:9].[CH:41]1(B(O)O)[CH2:43][CH2:42]1.C(N(CC)CC)C, predict the reaction product. The product is: [F:40][C:2]([F:1])([F:39])[C:3]1[CH:4]=[C:5]([CH:32]=[C:33]([C:35]([F:36])([F:37])[F:38])[CH:34]=1)[CH2:6][NH:7][C:8]([C:10]1([CH2:28][CH:29]2[CH2:30][CH2:31]2)[CH2:11][CH2:12][N:13]([CH2:16][C:17]2[CH:26]=[C:25]3[C:20]([CH:21]=[CH:22][N:23]([CH:41]4[CH2:43][CH2:42]4)[C:24]3=[O:27])=[CH:19][CH:18]=2)[CH2:14][CH2:15]1)=[O:9]. (3) Given the reactants [F:1][C:2]1[CH:7]=[C:6]([I:8])[CH:5]=[CH:4][C:3]=1[NH:9][C:10]1[N:15]([CH3:16])[C:14](=[O:17])[C:13]2[CH:18]=[CH:19][O:20][C:12]=2[C:11]=1[C:21]([NH2:23])=[O:22].[H-].[Na+].[Si:26]([O:33][CH2:34][C:35](Cl)=[O:36])([C:29]([CH3:32])([CH3:31])[CH3:30])([CH3:28])[CH3:27].O, predict the reaction product. The product is: [Si:26]([O:33][CH2:34][C:35]([NH:23][C:21]([C:11]1[C:12]2[O:20][CH:19]=[CH:18][C:13]=2[C:14](=[O:17])[N:15]([CH3:16])[C:10]=1[NH:9][C:3]1[CH:4]=[CH:5][C:6]([I:8])=[CH:7][C:2]=1[F:1])=[O:22])=[O:36])([C:29]([CH3:32])([CH3:31])[CH3:30])([CH3:28])[CH3:27].